From a dataset of Full USPTO retrosynthesis dataset with 1.9M reactions from patents (1976-2016). Predict the reactants needed to synthesize the given product. (1) Given the product [CH3:18][O:17][C:7]1[C:5]2[N:6]=[C:2]([NH:1][C:26]([NH:25][C:21]3[CH:22]=[N:23][CH:24]=[CH:19][CH:20]=3)=[S:27])[S:3][C:4]=2[C:10]([C:11]2[CH:16]=[CH:15][CH:14]=[CH:13][CH:12]=2)=[CH:9][CH:8]=1, predict the reactants needed to synthesize it. The reactants are: [NH2:1][C:2]1[S:3][C:4]2[C:10]([C:11]3[CH:16]=[CH:15][CH:14]=[CH:13][CH:12]=3)=[CH:9][CH:8]=[C:7]([O:17][CH3:18])[C:5]=2[N:6]=1.[CH:19]1[CH:24]=[N:23][CH:22]=[C:21]([N:25]=[C:26]=[S:27])[CH:20]=1. (2) Given the product [CH2:24]([N:31]([CH3:32])[C:20]([C:18]1[O:19][C:15]2[CH:14]=[CH:13][C:12]([O:11][C:3]3[S:2][C:10]4[C:5]([N:4]=3)=[N:6][CH:7]=[CH:8][CH:9]=4)=[CH:23][C:16]=2[CH:17]=1)=[O:21])[C:25]1[CH:30]=[CH:29][CH:28]=[CH:27][CH:26]=1, predict the reactants needed to synthesize it. The reactants are: Cl.[S:2]1[C:10]2[C:5](=[N:6][CH:7]=[CH:8][CH:9]=2)[N:4]=[C:3]1[O:11][C:12]1[CH:13]=[CH:14][C:15]2[O:19][C:18]([C:20](Cl)=[O:21])=[CH:17][C:16]=2[CH:23]=1.[CH2:24]([NH:31][CH3:32])[C:25]1[CH:30]=[CH:29][CH:28]=[CH:27][CH:26]=1.CCN(CC)CC. (3) Given the product [C:1]1([C@H:11]([NH:13][CH:14]2[CH2:19][CH2:18][CH2:17][CH:16]([C:20]3[CH:28]=[CH:27][C:23]([C:24]([NH2:31])=[O:25])=[CH:22][CH:21]=3)[CH2:15]2)[CH3:12])[C:10]2[C:5](=[CH:6][CH:7]=[CH:8][CH:9]=2)[CH:4]=[CH:3][CH:2]=1, predict the reactants needed to synthesize it. The reactants are: [C:1]1([C@H:11]([NH:13][CH:14]2[CH2:19][CH2:18][CH2:17][CH:16]([C:20]3[CH:28]=[CH:27][C:23]([C:24](O)=[O:25])=[CH:22][CH:21]=3)[CH2:15]2)[CH3:12])[C:10]2[C:5](=[CH:6][CH:7]=[CH:8][CH:9]=2)[CH:4]=[CH:3][CH:2]=1.C1N=C[N:31](C(N2C=NC=C2)=O)C=1.N.CCOCC. (4) Given the product [F:28][C:22]1[CH:23]=[C:24]([F:27])[CH:25]=[CH:26][C:21]=1[O:20][C:19]1[C:18](=[O:17])[N:4]([CH2:3][C@H:2]([OH:1])[CH3:15])[C:5]2[N:6]=[C:7]([S:13][CH3:14])[N:8]=[CH:9][C:10]=2[CH:11]=1, predict the reactants needed to synthesize it. The reactants are: [OH:1][C@H:2]([CH3:15])[CH2:3][NH:4][C:5]1[C:10]([CH:11]=O)=[CH:9][N:8]=[C:7]([S:13][CH3:14])[N:6]=1.C[O:17][C:18](=O)[CH2:19][O:20][C:21]1[CH:26]=[CH:25][C:24]([F:27])=[CH:23][C:22]=1[F:28].C(=O)([O-])[O-].[K+].[K+]. (5) Given the product [CH3:13][C:8]1([C:5]2[O:4][C:3]([CH2:2][N:20]3[CH:19]=[CH:18][C:17]([N+:14]([O-:16])=[O:15])=[N:21]3)=[N:7][CH:6]=2)[O:12][CH2:11][CH2:10][O:9]1, predict the reactants needed to synthesize it. The reactants are: Cl[CH2:2][C:3]1[O:4][C:5]([C:8]2([CH3:13])[O:12][CH2:11][CH2:10][O:9]2)=[CH:6][N:7]=1.[N+:14]([C:17]1[NH:21][N:20]=[CH:19][CH:18]=1)([O-:16])=[O:15].[Br-].C([O-])([O-])=O.[K+].[K+].